This data is from Peptide-MHC class I binding affinity with 185,985 pairs from IEDB/IMGT. The task is: Regression. Given a peptide amino acid sequence and an MHC pseudo amino acid sequence, predict their binding affinity value. This is MHC class I binding data. (1) The peptide sequence is AVYNFATC. The MHC is H-2-Kb with pseudo-sequence H-2-Kb. The binding affinity (normalized) is 0.781. (2) The peptide sequence is SRIGAWASK. The MHC is HLA-B27:05 with pseudo-sequence HLA-B27:05. The binding affinity (normalized) is 0.632. (3) The peptide sequence is IVNRNRQGY. The MHC is HLA-B57:01 with pseudo-sequence HLA-B57:01. The binding affinity (normalized) is 0.288. (4) The peptide sequence is CKYIGKDNW. The MHC is Mamu-B17 with pseudo-sequence Mamu-B17. The binding affinity (normalized) is 0.601. (5) The peptide sequence is LPQPPICTI. The MHC is HLA-B51:01 with pseudo-sequence HLA-B51:01. The binding affinity (normalized) is 0.865. (6) The peptide sequence is GVFPINESF. The MHC is HLA-A02:03 with pseudo-sequence HLA-A02:03. The binding affinity (normalized) is 0.0847.